Regression. Given a peptide amino acid sequence and an MHC pseudo amino acid sequence, predict their binding affinity value. This is MHC class II binding data. From a dataset of Peptide-MHC class II binding affinity with 134,281 pairs from IEDB. (1) The peptide sequence is IFEPTAAAIAYGLDR. The MHC is HLA-DQA10501-DQB10301 with pseudo-sequence HLA-DQA10501-DQB10301. The binding affinity (normalized) is 0.655. (2) The peptide sequence is AGSLQGQWRGAAGTA. The MHC is DRB1_0101 with pseudo-sequence DRB1_0101. The binding affinity (normalized) is 0.571.